This data is from Reaction yield outcomes from USPTO patents with 853,638 reactions. The task is: Predict the reaction yield, written as a fraction of the theoretical maximum amount of product (1.0 means a 100% yield; for example, 0.34 means a 34% yield). (1) The reactants are [Br:1][C:2]1[CH:3]=[C:4]([CH:7]=[CH:8][C:9]=1[O:10][C:11]1[CH:16]=[CH:15][C:14]([F:17])=[CH:13][C:12]=1[F:18])[CH:5]=[O:6].C(O)C.[BH4-].[Na+]. The catalyst is O1CCCC1. The product is [Br:1][C:2]1[CH:3]=[C:4]([CH2:5][OH:6])[CH:7]=[CH:8][C:9]=1[O:10][C:11]1[CH:16]=[CH:15][C:14]([F:17])=[CH:13][C:12]=1[F:18]. The yield is 0.980. (2) The yield is 0.200. The catalyst is N1C=CC=CC=1. The product is [Cl:13][C:14]1[CH:22]=[C:21]([Cl:23])[CH:20]=[CH:19][C:15]=1[C:16]([NH:1][C:2]1[CH:11]=[CH:10][C:9]([OH:12])=[CH:8][C:3]=1[C:4]([O:6][CH3:7])=[O:5])=[O:17]. The reactants are [NH2:1][C:2]1[CH:11]=[CH:10][C:9]([OH:12])=[CH:8][C:3]=1[C:4]([O:6][CH3:7])=[O:5].[Cl:13][C:14]1[CH:22]=[C:21]([Cl:23])[CH:20]=[CH:19][C:15]=1[C:16](Cl)=[O:17].C(Cl)(Cl)Cl. (3) The product is [NH:1]1[C:9]2=[CH:8][N:7]=[CH:6][CH:5]=[C:4]2[C:3]([C:13]2[CH2:18][CH2:17][N:16]([C:19]([O:21][C:22]([CH3:25])([CH3:24])[CH3:23])=[O:20])[CH2:15][CH:14]=2)=[CH:2]1. The catalyst is CO. The reactants are [NH:1]1[C:9]2[C:4](=[CH:5][CH:6]=[N:7][CH:8]=2)[CH:3]=[CH:2]1.[OH-].[K+].O=[C:13]1[CH2:18][CH2:17][N:16]([C:19]([O:21][C:22]([CH3:25])([CH3:24])[CH3:23])=[O:20])[CH2:15][CH2:14]1. The yield is 0.990. (4) The catalyst is C(O)(=O)C. The reactants are [Cl:1][C:2]1[CH:3]=[C:4]2[C:13](=[CH:14][N:15]=1)[C:12]1[N:8]([CH:9]=[C:10]([C:16](/[N:18]=[CH:19]/[N:20](C)C)=O)[N:11]=1)[CH2:7][CH2:6][O:5]2.[CH:23]([NH:26]N)([CH3:25])[CH3:24]. The product is [Cl:1][C:2]1[CH:3]=[C:4]2[C:13](=[CH:14][N:15]=1)[C:12]1[N:8]([CH:9]=[C:10]([C:16]3[N:26]([CH:23]([CH3:25])[CH3:24])[N:20]=[CH:19][N:18]=3)[N:11]=1)[CH2:7][CH2:6][O:5]2. The yield is 0.610. (5) The catalyst is [C-]#N.[Zn+2].[C-]#N.[Pd].C1(P(C2C=CC=CC=2)C2C=CC=CC=2)C=CC=CC=1.C1(P(C2C=CC=CC=2)C2C=CC=CC=2)C=CC=CC=1.C1(P(C2C=CC=CC=2)C2C=CC=CC=2)C=CC=CC=1.C1(P(C2C=CC=CC=2)C2C=CC=CC=2)C=CC=CC=1. The yield is 0.0600. The reactants are Br[C:2]1[CH:3]=[CH:4][C:5]([O:8][C:9]2[CH:10]=[C:11]([CH:15]=[C:16]3[CH2:21][CH2:20][CH:19]([NH:22][C:23]([C:25]4[CH:26]=[N:27][CH:28]=[CH:29][CH:30]=4)=[O:24])[CH2:18][CH2:17]3)[CH:12]=[CH:13][CH:14]=2)=[N:6][CH:7]=1.[CH3:31][N:32](C=O)C. The product is [C:31]([C:2]1[CH:3]=[CH:4][C:5]([O:8][C:9]2[CH:10]=[C:11]([CH:15]=[C:16]3[CH2:21][CH2:20][CH:19]([NH:22][C:23]([C:25]4[CH:26]=[N:27][CH:28]=[CH:29][CH:30]=4)=[O:24])[CH2:18][CH2:17]3)[CH:12]=[CH:13][CH:14]=2)=[N:6][CH:7]=1)#[N:32]. (6) The reactants are [C:1]([C:4]1[C:22](=[O:23])[C@@:8]2([CH3:24])[C:9]3[C:15]([OH:16])=[CH:14][C:13]([O:17][CH3:18])=[C:12]([C:19]([NH2:21])=[O:20])[C:10]=3[O:11][C:7]2=[CH:6][C:5]=1[OH:25])(=[O:3])[CH3:2].[CH:26]([C:28]1[C:37]2[C:32](=[CH:33][CH:34]=[CH:35][CH:36]=2)[CH:31]=[C:30]([C:38]([O:40][CH3:41])=[O:39])[CH:29]=1)=O.C([SiH](CC)CC)C.FC(F)(F)C(O)=O. The catalyst is C(#N)C. The product is [C:1]([C:4]1[C:22](=[O:23])[C@@:8]2([CH3:24])[C:9]3[C:15]([OH:16])=[CH:14][C:13]([O:17][CH3:18])=[C:12]([C:19]([NH:21][CH2:26][C:28]4[C:37]5[C:32](=[CH:33][CH:34]=[CH:35][CH:36]=5)[CH:31]=[C:30]([C:38]([O:40][CH3:41])=[O:39])[CH:29]=4)=[O:20])[C:10]=3[O:11][C:7]2=[CH:6][C:5]=1[OH:25])(=[O:3])[CH3:2]. The yield is 0.720.